This data is from NCI-60 drug combinations with 297,098 pairs across 59 cell lines. The task is: Regression. Given two drug SMILES strings and cell line genomic features, predict the synergy score measuring deviation from expected non-interaction effect. Drug 1: CN1C(=O)N2C=NC(=C2N=N1)C(=O)N. Drug 2: CC1=C(C(=O)C2=C(C1=O)N3CC4C(C3(C2COC(=O)N)OC)N4)N. Cell line: M14. Synergy scores: CSS=37.0, Synergy_ZIP=2.35, Synergy_Bliss=2.90, Synergy_Loewe=-43.6, Synergy_HSA=0.489.